From a dataset of CYP2C19 inhibition data for predicting drug metabolism from PubChem BioAssay. Regression/Classification. Given a drug SMILES string, predict its absorption, distribution, metabolism, or excretion properties. Task type varies by dataset: regression for continuous measurements (e.g., permeability, clearance, half-life) or binary classification for categorical outcomes (e.g., BBB penetration, CYP inhibition). Dataset: cyp2c19_veith. The compound is CC(C)CCNC(=O)Cc1ccccc1[N+](=O)[O-]. The result is 1 (inhibitor).